Dataset: Full USPTO retrosynthesis dataset with 1.9M reactions from patents (1976-2016). Task: Predict the reactants needed to synthesize the given product. (1) Given the product [C:1]([O:5][C:6]([NH:8][CH2:9][CH2:10][NH:11][C:14]1[CH:15]=[C:16]2[C:21](=[CH:22][C:13]=1[Cl:12])[N:20]([CH:23]1[CH2:25][CH2:24]1)[CH:19]=[C:18]([C:26]([OH:28])=[O:27])[C:17]2=[O:29])=[O:7])([CH3:4])([CH3:3])[CH3:2], predict the reactants needed to synthesize it. The reactants are: [C:1]([O:5][C:6]([NH:8][CH2:9][CH2:10][NH2:11])=[O:7])([CH3:4])([CH3:3])[CH3:2].[Cl:12][C:13]1[CH:22]=[C:21]2[C:16]([C:17](=[O:29])[C:18]([C:26]([OH:28])=[O:27])=[CH:19][N:20]2[CH:23]2[CH2:25][CH2:24]2)=[CH:15][C:14]=1F.C(O)(=O)C. (2) Given the product [NH:1]([C:2]1[CH:3]=[C:4]([CH:10]=[CH:11][CH:12]=1)[C:5]([O:7][CH2:8][CH3:9])=[O:6])[NH2:13], predict the reactants needed to synthesize it. The reactants are: [NH2:1][C:2]1[CH:3]=[C:4]([CH:10]=[CH:11][CH:12]=1)[C:5]([O:7][CH2:8][CH3:9])=[O:6].[N:13]([O-])=O.[Na+].Cl[Sn](Cl)(Cl)Cl.[OH-].[Na+]. (3) Given the product [C:1]([C:3]1[C:4]([N:16]2[CH2:21][CH2:20][CH:19]([C:22](=[O:24])[NH:37][S:34]([CH2:33][C:27]3[CH:28]=[CH:29][C:30]([F:32])=[CH:31][C:26]=3[F:25])(=[O:35])=[O:36])[CH2:18][CH2:17]2)=[N:5][C:6]([CH2:14][CH3:15])=[C:7]([CH:8]=1)[C:9]([O:11][CH2:12][CH3:13])=[O:10])#[N:2], predict the reactants needed to synthesize it. The reactants are: [C:1]([C:3]1[C:4]([N:16]2[CH2:21][CH2:20][CH:19]([C:22]([OH:24])=O)[CH2:18][CH2:17]2)=[N:5][C:6]([CH2:14][CH3:15])=[C:7]([C:9]([O:11][CH2:12][CH3:13])=[O:10])[CH:8]=1)#[N:2].[F:25][C:26]1[CH:31]=[C:30]([F:32])[CH:29]=[CH:28][C:27]=1[CH2:33][S:34]([NH2:37])(=[O:36])=[O:35]. (4) Given the product [N:20]1([CH:16]([NH:8][C:6](=[O:7])[C:5]2[CH:9]=[C:10]([O:12][CH3:13])[CH:11]=[C:3]([O:2][CH3:1])[CH:4]=2)[C:15]([Cl:19])([Cl:14])[CH3:18])[C:24]2[CH:25]=[CH:26][CH:27]=[CH:28][C:23]=2[N:22]=[N:21]1, predict the reactants needed to synthesize it. The reactants are: [CH3:1][O:2][C:3]1[CH:4]=[C:5]([CH:9]=[C:10]([O:12][CH3:13])[CH:11]=1)[C:6]([NH2:8])=[O:7].[Cl:14][C:15]([Cl:19])([CH3:18])[CH:16]=O.[NH:20]1[C:24]2[CH:25]=[CH:26][CH:27]=[CH:28][C:23]=2[N:22]=[N:21]1.C1(C)C=CC(S(O)(=O)=O)=CC=1. (5) Given the product [NH2:35][C:11]1[CH:12]=[C:13]([N:15]2[C:19]3[CH:20]=[CH:21][C:22]([C:24]4[N:25]=[N:26][N:27]([CH2:29][CH2:30][C:31]([CH3:33])([OH:34])[CH3:32])[CH:28]=4)=[CH:23][C:18]=3[N:17]=[CH:16]2)[CH:14]=[C:9]([C:3]2[CH:4]=[CH:5][C:6]([F:8])=[CH:7][C:2]=2[F:1])[CH:10]=1, predict the reactants needed to synthesize it. The reactants are: [F:1][C:2]1[CH:7]=[C:6]([F:8])[CH:5]=[CH:4][C:3]=1[C:9]1[CH:14]=[C:13]([N:15]2[C:19]3[CH:20]=[CH:21][C:22]([C:24]4[N:25]=[N:26][N:27]([CH2:29][CH2:30][C:31]([OH:34])([CH3:33])[CH3:32])[CH:28]=4)=[CH:23][C:18]=3[N:17]=[CH:16]2)[CH:12]=[C:11]([NH:35]C(=O)C)[CH:10]=1.[OH-].[Na+]. (6) Given the product [CH:24]([C:25]1[CH:26]=[C:27]([CH:30]=[CH:31][C:32]=1[CH:33]1[C:38]2[C:39](=[O:42])[CH2:40][CH2:41][C:37]=2[N:36]([C:43]2[CH:48]=[CH:47][CH:46]=[C:45]([C:49]([F:52])([F:51])[F:50])[CH:44]=2)[C:35](=[O:53])[N:34]1[CH3:54])[C:28]#[N:29])=[O:23], predict the reactants needed to synthesize it. The reactants are: CC(OI1(OC(C)=O)(OC(C)=O)OC(=O)C2C=CC=CC1=2)=O.[OH:23][CH2:24][C:25]1[CH:26]=[C:27]([CH:30]=[CH:31][C:32]=1[CH:33]1[C:38]2[C:39](=[O:42])[CH2:40][CH2:41][C:37]=2[N:36]([C:43]2[CH:48]=[CH:47][CH:46]=[C:45]([C:49]([F:52])([F:51])[F:50])[CH:44]=2)[C:35](=[O:53])[N:34]1[CH3:54])[C:28]#[N:29]. (7) Given the product [Cl:5][C:6]1[CH:11]=[CH:10][C:9]([C:12]2[C:13](=[O:14])[NH:3][NH:4][C:15](=[O:17])[CH:16]=2)=[CH:8][CH:7]=1, predict the reactants needed to synthesize it. The reactants are: Cl.Cl.[NH2:3][NH2:4].[Cl:5][C:6]1[CH:11]=[CH:10][C:9]([C:12]2[C:13](=O)[O:14][C:15](=[O:17])[CH:16]=2)=[CH:8][CH:7]=1.